From a dataset of Reaction yield outcomes from USPTO patents with 853,638 reactions. Predict the reaction yield, written as a fraction of the theoretical maximum amount of product (1.0 means a 100% yield; for example, 0.34 means a 34% yield). (1) The reactants are C([O:8][CH2:9][CH:10]1[O:15][CH2:14][C:13]([F:17])([F:16])[CH2:12][O:11]1)C1C=CC=CC=1.[H][H]. The catalyst is [OH-].[Pd+2].[OH-].C(OCC)(=O)C. The product is [F:16][C:13]1([F:17])[CH2:14][O:15][CH:10]([CH2:9][OH:8])[O:11][CH2:12]1. The yield is 0.974. (2) The reactants are [NH2:1][C:2]1[S:3][C:4]2[N:5]=[C:6]([N:11]([CH3:32])[C:12]3[CH:13]=[C:14]([NH:18][C:19](=[O:31])[C:20]4[CH:25]=[CH:24][CH:23]=[C:22]([C:26]([C:29]#[N:30])([CH3:28])[CH3:27])[CH:21]=4)[CH:15]=[CH:16][CH:17]=3)[N:7]=[CH:8][C:9]=2[N:10]=1.Cl.[N:34]1[CH:39]=[CH:38][CH:37]=[C:36]([C:40](Cl)=[O:41])[CH:35]=1.C(=O)([O-])O.[Na+]. The catalyst is N1C=CC=CC=1. The product is [C:29]([C:26]([C:22]1[CH:21]=[C:20]([C:19]([NH:18][C:14]2[CH:13]=[C:12]([N:11]([CH3:32])[C:6]3[N:7]=[CH:8][C:9]4[N:10]=[C:2]([NH:1][C:40]([C:36]5[CH:35]=[N:34][CH:39]=[CH:38][CH:37]=5)=[O:41])[S:3][C:4]=4[N:5]=3)[CH:17]=[CH:16][CH:15]=2)=[O:31])[CH:25]=[CH:24][CH:23]=1)([CH3:27])[CH3:28])#[N:30]. The yield is 0.420. (3) The reactants are [Br:1][C:2]1[CH:9]=[C:8]([O:10]C)[CH:7]=[C:6]([O:12]C)[C:3]=1[CH:4]=[O:5].B(Br)(Br)Br. The yield is 0.782. The product is [Br:1][C:2]1[CH:9]=[C:8]([OH:10])[CH:7]=[C:6]([OH:12])[C:3]=1[CH:4]=[O:5]. The catalyst is ClCCl.